Dataset: Reaction yield outcomes from USPTO patents with 853,638 reactions. Task: Predict the reaction yield, written as a fraction of the theoretical maximum amount of product (1.0 means a 100% yield; for example, 0.34 means a 34% yield). (1) The reactants are CN(C)C=O.I[C:7]1[C:12]([O:13][C:14]2[C:23]3[C:18](=[CH:19][C:20]([O:26][CH3:27])=[C:21]([O:24][CH3:25])[CH:22]=3)[N:17]=[CH:16][CH:15]=2)=[CH:11][CH:10]=[C:9]([CH3:28])[N:8]=1.C([Sn](CCCC)(CCCC)[C:34]1[S:35][CH:36]=[CH:37][N:38]=1)CCC. The catalyst is [Cu]=O.O. The product is [CH3:25][O:24][C:21]1[CH:22]=[C:23]2[C:18](=[CH:19][C:20]=1[O:26][CH3:27])[N:17]=[CH:16][CH:15]=[C:14]2[O:13][C:12]1[C:7]([C:34]2[S:35][CH:36]=[CH:37][N:38]=2)=[N:8][C:9]([CH3:28])=[CH:10][CH:11]=1. The yield is 0.120. (2) The reactants are C([O:3][C:4]([C:6]1[CH:11]=[CH:10][C:9]([CH3:12])=[CH:8][C:7]=1[S:13][C@H:14]1[CH2:23][CH2:22][C@@H:21]2[C@H:16]([CH2:17][C@@H:18]([C:28]([O:30]CC)=[O:29])[N:19](C(OC)=O)[CH2:20]2)[CH2:15]1)=[O:5])C.[ClH:33]. No catalyst specified. The yield is 0.840. The product is [ClH:33].[C:4]([C:6]1[CH:11]=[CH:10][C:9]([CH3:12])=[CH:8][C:7]=1[S:13][C@H:14]1[CH2:23][CH2:22][C@@H:21]2[C@H:16]([CH2:17][C@@H:18]([C:28]([OH:30])=[O:29])[NH:19][CH2:20]2)[CH2:15]1)([OH:5])=[O:3].